From a dataset of Reaction yield outcomes from USPTO patents with 853,638 reactions. Predict the reaction yield, written as a fraction of the theoretical maximum amount of product (1.0 means a 100% yield; for example, 0.34 means a 34% yield). The reactants are [Cl:1][C:2]1[CH:11]=[C:10]([O:12][CH:13]([CH3:15])[CH3:14])[C:9]([N:16]2[CH:20]=[CH:19][CH:18]=[N:17]2)=[CH:8][C:3]=1[C:4](OC)=[O:5].[NH3:21]. The catalyst is CO. The product is [Cl:1][C:2]1[CH:11]=[C:10]([O:12][CH:13]([CH3:15])[CH3:14])[C:9]([N:16]2[CH:20]=[CH:19][CH:18]=[N:17]2)=[CH:8][C:3]=1[C:4]([NH2:21])=[O:5]. The yield is 0.311.